This data is from Merck oncology drug combination screen with 23,052 pairs across 39 cell lines. The task is: Regression. Given two drug SMILES strings and cell line genomic features, predict the synergy score measuring deviation from expected non-interaction effect. (1) Drug 1: COC1CC2CCC(C)C(O)(O2)C(=O)C(=O)N2CCCCC2C(=O)OC(C(C)CC2CCC(OP(C)(C)=O)C(OC)C2)CC(=O)C(C)C=C(C)C(O)C(OC)C(=O)C(C)CC(C)C=CC=CC=C1C. Drug 2: CCc1cnn2c(NCc3ccc[n+]([O-])c3)cc(N3CCCCC3CCO)nc12. Cell line: OCUBM. Synergy scores: synergy=7.84. (2) Cell line: LNCAP. Synergy scores: synergy=-12.1. Drug 2: NC(=O)c1cccc2cn(-c3ccc(C4CCCNC4)cc3)nc12. Drug 1: N.N.O=C(O)C1(C(=O)O)CCC1.[Pt]. (3) Drug 1: N#Cc1ccc(Cn2cncc2CN2CCN(c3cccc(Cl)c3)C(=O)C2)cc1. Drug 2: COc1cc(C2c3cc4c(cc3C(OC3OC5COC(C)OC5C(O)C3O)C3COC(=O)C23)OCO4)cc(OC)c1O. Cell line: SKOV3. Synergy scores: synergy=7.02. (4) Drug 1: CN(Cc1cnc2nc(N)nc(N)c2n1)c1ccc(C(=O)NC(CCC(=O)O)C(=O)O)cc1. Drug 2: C#Cc1cccc(Nc2ncnc3cc(OCCOC)c(OCCOC)cc23)c1. Cell line: HT29. Synergy scores: synergy=-1.17. (5) Drug 1: Cc1nc(Nc2ncc(C(=O)Nc3c(C)cccc3Cl)s2)cc(N2CCN(CCO)CC2)n1. Drug 2: CCC1(O)C(=O)OCc2c1cc1n(c2=O)Cc2cc3c(CN(C)C)c(O)ccc3nc2-1. Cell line: ES2. Synergy scores: synergy=-15.0.